Dataset: Catalyst prediction with 721,799 reactions and 888 catalyst types from USPTO. Task: Predict which catalyst facilitates the given reaction. (1) Reactant: [N+:1]([C:4]1[CH:9]=[C:8]([N+:10]([O-])=O)[CH:7]=[CH:6][C:5]=1[O:13][C:14]1[CH:15]=[C:16]2[C:21](=[CH:22][CH:23]=1)[O:20][CH:19]([C:24]1[CH:29]=[CH:28][CH:27]=[CH:26][CH:25]=1)[CH2:18][CH2:17]2)([O-])=O.C1(C2CCC3C(=CC=C(OC4C=CC=CC=4N)C=3)O2)C=CC=CC=1. Product: [NH2:10][C:8]1[CH:7]=[CH:6][C:5]([O:13][C:14]2[CH:15]=[C:16]3[C:21](=[CH:22][CH:23]=2)[O:20][CH:19]([C:24]2[CH:25]=[CH:26][CH:27]=[CH:28][CH:29]=2)[CH2:18][CH2:17]3)=[C:4]([CH:9]=1)[NH2:1]. The catalyst class is: 183. (2) The catalyst class is: 193. Product: [CH3:1][N:2]([S:26]([C:29]1[S:30][CH:31]=[CH:32][CH:33]=1)(=[O:28])=[O:27])[C:3]1[CH:4]=[CH:5][CH:6]=[C:7]2[C:11]=1[NH:10][C:9]([C:12]1[S:13][CH:14]([CH2:17][CH2:18][S:19][CH2:20][C:21]([OH:23])=[O:22])[CH2:15][N:16]=1)=[CH:8]2. Reactant: [CH3:1][N:2]([S:26]([C:29]1[S:30][CH:31]=[CH:32][CH:33]=1)(=[O:28])=[O:27])[C:3]1[CH:4]=[CH:5][CH:6]=[C:7]2[C:11]=1[NH:10][C:9]([C:12]1[S:13][CH:14]([CH2:17][CH2:18][S:19][CH2:20][C:21]([O:23]CC)=[O:22])[CH2:15][N:16]=1)=[CH:8]2.[OH-].[K+].Cl. (3) The catalyst class is: 97. Product: [NH2:3][C:8]1[N:13]=[C:12]([CH2:14][C:15]([NH:17][C:18]2[CH:19]=[CH:20][C:21]([NH:24][C:25]([C:27]3[C:28]([C:34]4[CH:35]=[CH:36][C:37]([C:40]([F:43])([F:41])[F:42])=[CH:38][CH:39]=4)=[CH:29][C:30]([CH3:33])=[CH:31][CH:32]=3)=[O:26])=[CH:22][CH:23]=2)=[O:16])[CH:11]=[CH:10][CH:9]=1. Reactant: CC1[N:3]([C:8]2[N:13]=[C:12]([CH2:14][C:15]([NH:17][C:18]3[CH:23]=[CH:22][C:21]([NH:24][C:25]([C:27]4[C:28]([C:34]5[CH:39]=[CH:38][C:37]([C:40]([F:43])([F:42])[F:41])=[CH:36][CH:35]=5)=[CH:29][C:30]([CH3:33])=[CH:31][CH:32]=4)=[O:26])=[CH:20][CH:19]=3)=[O:16])[CH:11]=[CH:10][CH:9]=2)C(C)=CC=1.Cl.NO.C(N(CC)CC)C. (4) Reactant: CS([O:5][C@@H:6]([CH2:8][CH2:9][CH2:10][CH2:11][CH2:12][CH2:13][CH2:14][CH2:15][CH2:16]/[CH:17]=[CH:18]\[CH2:19][CH2:20][CH2:21][CH3:22])[CH3:7])(=O)=O.[C:23]([O-])(=[O:25])[CH3:24].[K+].CC(N(C)C)=O. Product: [C:23]([O:5][C@H:6]([CH2:8][CH2:9][CH2:10][CH2:11][CH2:12][CH2:13][CH2:14][CH2:15][CH2:16]/[CH:17]=[CH:18]\[CH2:19][CH2:20][CH2:21][CH3:22])[CH3:7])(=[O:25])[CH3:24]. The catalyst class is: 6. (5) Reactant: Cl.[F:2][C:3]([F:34])([F:33])[C:4]1[CH:28]=[C:27]([C:29]([F:32])([F:31])[F:30])[CH:26]=[CH:25][C:5]=1[CH2:6][N:7]1[CH2:12][CH2:11][CH:10](/[CH:13]=[C:14]2/[C:15]([NH:20]CC(O)=O)=[N:16][C:17](=[O:19])[S:18]/2)[CH2:9][CH2:8]1.[CH2:35]([N:37]([CH:41]([CH3:43])C)[CH:38]([CH3:40])C)[CH3:36].C[N:45]1[CH2:50]CNCC1.CN(C([O:58]N1N=NC2C=CC=NC1=2)=[N+](C)C)C.F[P-](F)(F)(F)(F)F. Product: [F:2][C:3]([F:34])([F:33])[C:4]1[CH:28]=[C:27]([C:29]([F:31])([F:32])[F:30])[CH:26]=[CH:25][C:5]=1[CH2:6][N:7]1[CH2:8][CH2:9][CH:10](/[CH:13]=[C:14]2/[C:15]([NH:20][CH2:43][C:41]([N:37]3[CH2:35][CH2:36][N:45]([CH3:50])[CH2:40][CH2:38]3)=[O:58])=[N:16][C:17](=[O:19])[S:18]/2)[CH2:11][CH2:12]1. The catalyst class is: 18.